From a dataset of Forward reaction prediction with 1.9M reactions from USPTO patents (1976-2016). Predict the product of the given reaction. (1) Given the reactants C(OC([N:8]1[CH2:13][CH2:12][CH:11]([CH2:14][N:15]([CH2:25][CH2:26][N:27]([C:35]2[CH:40]=[CH:39][C:38]([C:41]#[N:42])=[CH:37][CH:36]=2)[CH2:28][C:29]2[N:30]([CH3:34])[CH:31]=[N:32][CH:33]=2)[S:16]([C:19]2[N:20]=[CH:21][N:22]([CH3:24])[CH:23]=2)(=[O:18])=[O:17])[CH2:10][CH2:9]1)=O)(C)(C)C, predict the reaction product. The product is: [C:41]([C:38]1[CH:37]=[CH:36][C:35]([N:27]([CH2:28][C:29]2[N:30]([CH3:34])[CH:31]=[N:32][CH:33]=2)[CH2:26][CH2:25][N:15]([CH2:14][CH:11]2[CH2:12][CH2:13][NH:8][CH2:9][CH2:10]2)[S:16]([C:19]2[N:20]=[CH:21][N:22]([CH3:24])[CH:23]=2)(=[O:17])=[O:18])=[CH:40][CH:39]=1)#[N:42]. (2) Given the reactants [O:1]1[C:3]2([CH2:8][CH2:7][CH2:6][CH2:5][CH2:4]2)[CH2:2]1.[Br:9][C:10]1[CH:11]=[C:12]([SH:16])[CH:13]=[CH:14][CH:15]=1, predict the reaction product. The product is: [Br:9][C:10]1[CH:11]=[C:12]([S:16][CH2:2][C:3]2([OH:1])[CH2:8][CH2:7][CH2:6][CH2:5][CH2:4]2)[CH:13]=[CH:14][CH:15]=1.